Dataset: Full USPTO retrosynthesis dataset with 1.9M reactions from patents (1976-2016). Task: Predict the reactants needed to synthesize the given product. The reactants are: [CH3:1][O:2][CH2:3][CH2:4][N:5]1[CH2:9][C@@H:8]([C:10]2[CH:15]=[CH:14][CH:13]=[CH:12][CH:11]=2)[C@H:7](C(O)=O)[CH2:6]1.C1(P([N:33]=[N+]=[N-])(C2C=CC=CC=2)=O)C=CC=CC=1.[CH2:36]([OH:43])[C:37]1[CH:42]=[CH:41][CH:40]=[CH:39][CH:38]=1.CCO[C:47](C)=[O:48]. Given the product [CH3:1][O:2][CH2:3][CH2:4][N:5]1[CH2:9][C@@H:8]([C:10]2[CH:11]=[CH:12][CH:13]=[CH:14][CH:15]=2)[C@H:7]([NH:33][C:47](=[O:48])[O:43][CH2:36][C:37]2[CH:42]=[CH:41][CH:40]=[CH:39][CH:38]=2)[CH2:6]1, predict the reactants needed to synthesize it.